Dataset: Reaction yield outcomes from USPTO patents with 853,638 reactions. Task: Predict the reaction yield, written as a fraction of the theoretical maximum amount of product (1.0 means a 100% yield; for example, 0.34 means a 34% yield). (1) The reactants are [Cl:1][C:2]1[CH:3]=[C:4]([CH:7]=[CH:8][CH:9]=1)[CH:5]=O.Cl.[NH2:11][OH:12].C([O-])(=O)C.[Na+]. The catalyst is C(O)C. The product is [Cl:1][C:2]1[CH:3]=[C:4]([CH:7]=[CH:8][CH:9]=1)/[CH:5]=[N:11]\[OH:12]. The yield is 0.980. (2) The reactants are CCN(C(C)C)C(C)C.[CH3:10][O:11][C:12]1[CH:20]=[C:19]([O:21][CH3:22])[CH:18]=[CH:17][C:13]=1[C:14]([OH:16])=O.Cl.Cl.[NH2:25][C@H:26]1[CH:31]2[CH2:32][CH2:33][N:28]([CH2:29][CH2:30]2)[CH2:27]1.C[NH3+].F[P-](F)(F)(F)(F)F.N1(OC(N(C)C)=[N+](C)C)C2N=CC=CC=2N=N1.F[P-](F)(F)(F)(F)F.[OH-].[Na+]. The catalyst is CN(C=O)C. The product is [CH3:10][O:11][C:12]1[CH:20]=[C:19]([O:21][CH3:22])[CH:18]=[CH:17][C:13]=1[C:14]([NH:25][C@H:26]1[CH:31]2[CH2:32][CH2:33][N:28]([CH2:29][CH2:30]2)[CH2:27]1)=[O:16]. The yield is 0.840. (3) The reactants are [OH:1][C:2]1[CH:11]=[CH:10][CH:9]=[C:8]2[C:3]=1[CH2:4][CH2:5][CH2:6][C:7]2=[O:12].[Br:13][C:14]1[CH:19]=[CH:18][C:17]([Cl:20])=[CH:16][C:15]=1[CH2:21]Br.C(=O)([O-])[O-].[K+].[K+]. The catalyst is CN(C)C=O.C(OCC)(=O)C. The product is [Br:13][C:14]1[CH:19]=[CH:18][C:17]([Cl:20])=[CH:16][C:15]=1[CH2:21][O:1][C:2]1[CH:11]=[CH:10][CH:9]=[C:8]2[C:3]=1[CH2:4][CH2:5][CH2:6][C:7]2=[O:12]. The yield is 0.940.